This data is from Reaction yield outcomes from USPTO patents with 853,638 reactions. The task is: Predict the reaction yield, written as a fraction of the theoretical maximum amount of product (1.0 means a 100% yield; for example, 0.34 means a 34% yield). (1) The reactants are O[C:2]1[N:3]=[C:4](C)[CH:5]=[C:6]2[CH2:11][CH2:10][O:9][C:8](=[O:12])[C:7]=12.[C:14](=[O:17])([O-])[O-].[K+].[K+].I[CH3:21]. The catalyst is CN(C)C=O. The product is [CH3:21][O:17][CH2:14][C:2]1[N:3]=[CH:4][CH:5]=[C:6]2[CH2:11][CH2:10][O:9][C:8](=[O:12])[C:7]=12. The yield is 0.620. (2) The reactants are Br[C:2]1[CH:3]=[C:4]([O:10][C:11]2[N:15]([CH2:16][CH3:17])[N:14]=[CH:13][CH:12]=2)[C:5]([C:8]#[N:9])=[N:6][CH:7]=1.C(=O)([O-])[O-].[Cs+].[Cs+].[N:24]1[CH:29]=[CH:28][CH:27]=[CH:26][C:25]=1[SH:30]. The catalyst is CN(C=O)C. The product is [CH2:16]([N:15]1[C:11]([O:10][C:4]2[C:5]([C:8]#[N:9])=[N:6][CH:7]=[C:2]([S:30][C:25]3[CH:26]=[CH:27][CH:28]=[CH:29][N:24]=3)[CH:3]=2)=[CH:12][CH:13]=[N:14]1)[CH3:17]. The yield is 0.930. (3) The reactants are [F:1][C:2]1[CH:18]=[C:17]([F:19])[CH:16]=[CH:15][C:3]=1[O:4][C:5]1[CH:14]=[CH:13][C:8]([C:9]([O:11]C)=[O:10])=[CH:7][CH:6]=1.O.[OH-].[Na+]. The catalyst is CO. The product is [F:1][C:2]1[CH:18]=[C:17]([F:19])[CH:16]=[CH:15][C:3]=1[O:4][C:5]1[CH:6]=[CH:7][C:8]([C:9]([OH:11])=[O:10])=[CH:13][CH:14]=1. The yield is 0.915. (4) The reactants are [Cl:1][C:2]1[CH:3]=[C:4]([C:9](=O)[CH2:10][C:11](=O)[C:12]([F:15])([F:14])[F:13])[CH:5]=[CH:6][C:7]=1[F:8].[NH2:18][C:19]1[C:23]([C:24]2[CH:29]=[CH:28][N:27]=[CH:26][CH:25]=2)=[CH:22][NH:21][N:20]=1. No catalyst specified. The product is [Cl:1][C:2]1[CH:3]=[C:4]([C:9]2[CH:10]=[C:11]([C:12]([F:15])([F:14])[F:13])[N:20]3[N:21]=[CH:22][C:23]([C:24]4[CH:29]=[CH:28][N:27]=[CH:26][CH:25]=4)=[C:19]3[N:18]=2)[CH:5]=[CH:6][C:7]=1[F:8]. The yield is 0.420.